Dataset: Forward reaction prediction with 1.9M reactions from USPTO patents (1976-2016). Task: Predict the product of the given reaction. (1) The product is: [CH2:3]([O:10][CH2:11][C:12]([CH3:20])([CH3:19])[C:13]#[CH:14])[C:4]1[CH:9]=[CH:8][CH:7]=[CH:6][CH:5]=1. Given the reactants [OH-].[K+].[CH2:3]([O:10][CH2:11][C:12]([CH3:20])([CH3:19])[C:13]#[C:14][Si](C)(C)C)[C:4]1[CH:9]=[CH:8][CH:7]=[CH:6][CH:5]=1, predict the reaction product. (2) Given the reactants [C:1]([O:5][C:6]([N:8]1[CH2:13][CH:12]=[C:11]([C:14]2[CH:15]=[CH:16][C:17]3[N:18]([C:20]([N:25]([C:27]4[S:28][CH:29]=[C:30]([C:32]5[CH:37]=[CH:36][C:35]([F:38])=[CH:34][CH:33]=5)[N:31]=4)[CH3:26])=[C:21]([CH2:23][CH3:24])[N:22]=3)[CH:19]=2)[CH2:10][CH2:9]1)=[O:7])([CH3:4])([CH3:3])[CH3:2].CC(O)=O, predict the reaction product. The product is: [C:1]([O:5][C:6]([N:8]1[CH2:13][CH2:12][CH:11]([C:14]2[CH:15]=[CH:16][C:17]3[N:18]([C:20]([N:25]([C:27]4[S:28][CH:29]=[C:30]([C:32]5[CH:37]=[CH:36][C:35]([F:38])=[CH:34][CH:33]=5)[N:31]=4)[CH3:26])=[C:21]([CH2:23][CH3:24])[N:22]=3)[CH:19]=2)[CH2:10][CH2:9]1)=[O:7])([CH3:2])([CH3:3])[CH3:4]. (3) Given the reactants [OH:1][C:2]1[CH:7]=[CH:6][C:5]([N:8]2[CH2:13][CH2:12][CH:11]([C:14]3[CH:19]=[CH:18][C:17]([C@@H:20]([NH:22][C:23](=[O:25])[CH3:24])[CH3:21])=[CH:16][CH:15]=3)[CH2:10][CH2:9]2)=[CH:4][CH:3]=1.[CH3:26][CH:27]1[CH2:29][CH:28]1[CH2:30]O.C1(P(C2C=CC=CC=2)C2C=CC=CC=2)C=CC=CC=1.CC1CCCO1.N(C(OC(C)C)=O)=NC(OC(C)C)=O, predict the reaction product. The product is: [CH3:26][CH:27]1[CH2:29][CH:28]1[CH2:30][O:1][C:2]1[CH:7]=[CH:6][C:5]([N:8]2[CH2:13][CH2:12][CH:11]([C:14]3[CH:15]=[CH:16][C:17]([C@@H:20]([NH:22][C:23](=[O:25])[CH3:24])[CH3:21])=[CH:18][CH:19]=3)[CH2:10][CH2:9]2)=[CH:4][CH:3]=1. (4) Given the reactants [CH3:1][C:2]1([CH3:31])[N:6]([C:7]2[S:8][C:9]3[CH:15]=[C:14]([CH2:16][N:17]4[C:21]5[CH:22]=[CH:23][C:24]([OH:26])=[CH:25][C:20]=5[N:19]=[CH:18]4)[CH:13]=[CH:12][C:10]=3[N:11]=2)[C@@H:5]2[CH2:27][CH2:28][CH2:29][CH2:30][C@H:4]2[O:3]1.I[CH2:33][CH2:34][OH:35].C([O-])([O-])=O.[Cs+].[Cs+].CN1C(=O)CCC1, predict the reaction product. The product is: [CH3:1][C:2]1([CH3:31])[N:6]([C:7]2[S:8][C:9]3[CH:15]=[C:14]([CH2:16][N:17]4[C:21]5[CH:22]=[CH:23][C:24]([O:26][CH2:33][CH2:34][OH:35])=[CH:25][C:20]=5[N:19]=[CH:18]4)[CH:13]=[CH:12][C:10]=3[N:11]=2)[C@@H:5]2[CH2:27][CH2:28][CH2:29][CH2:30][C@H:4]2[O:3]1. (5) Given the reactants [Cl-].O[NH3+:3].[C:4](=[O:7])([O-])[OH:5].[Na+].CS(C)=O.[CH2:13]([C:17]1[N:18]=[C:19]([CH3:45])[N:20]([C:39]2[CH:40]=[N:41][CH:42]=[CH:43][CH:44]=2)[C:21](=[O:38])[C:22]=1[CH2:23][C:24]1[CH:29]=[CH:28][C:27]([C:30]2[C:31]([C:36]#[N:37])=[CH:32][CH:33]=[CH:34][CH:35]=2)=[CH:26][CH:25]=1)[CH2:14][CH2:15][CH3:16], predict the reaction product. The product is: [CH2:13]([C:17]1[N:18]=[C:19]([CH3:45])[N:20]([C:39]2[CH:40]=[N:41][CH:42]=[CH:43][CH:44]=2)[C:21](=[O:38])[C:22]=1[CH2:23][C:24]1[CH:25]=[CH:26][C:27]([C:30]2[CH:35]=[CH:34][CH:33]=[CH:32][C:31]=2[C:36]2[NH:3][C:4](=[O:7])[O:5][N:37]=2)=[CH:28][CH:29]=1)[CH2:14][CH2:15][CH3:16]. (6) Given the reactants Cl[C:2]1[N:7]=[C:6]([C:8]2[CH:9]=[N:10][N:11]([C:13]3([CH2:24][C:25]#[N:26])[CH2:16][N:15]([C:17]([O:19][C:20]([CH3:23])([CH3:22])[CH3:21])=[O:18])[CH2:14]3)[CH:12]=2)[N:5]2[CH:27]=[CH:28][N:29]=[C:4]2[CH:3]=1.[CH3:30][O:31][C:32]1[CH:37]=[CH:36][C:35](B(O)O)=[CH:34][CH:33]=1.C1(P(C2CCCCC2)C2C=CC=CC=2C2C(C(C)C)=CC(C(C)C)=CC=2C(C)C)CCCCC1.[O-]P([O-])([O-])=O.[K+].[K+].[K+], predict the reaction product. The product is: [C:25]([CH2:24][C:13]1([N:11]2[CH:12]=[C:8]([C:6]3[N:5]4[CH:27]=[CH:28][N:29]=[C:4]4[CH:3]=[C:2]([C:35]4[CH:36]=[CH:37][C:32]([O:31][CH3:30])=[CH:33][CH:34]=4)[N:7]=3)[CH:9]=[N:10]2)[CH2:16][N:15]([C:17]([O:19][C:20]([CH3:23])([CH3:22])[CH3:21])=[O:18])[CH2:14]1)#[N:26]. (7) Given the reactants [N:1]1[CH:6]=[CH:5][CH:4]=[C:3]([C:7]2[CH:8]=[C:9]([CH:25]=[CH:26][CH:27]=2)OCCCN2C(=O)C3C(=CC=CC=3)C2=O)[CH:2]=1.[OH2:28].NN, predict the reaction product. The product is: [N:1]1[CH:6]=[CH:5][CH:4]=[C:3]([C:7]2[CH:27]=[CH:26][C:25]([O:28][CH2:4][CH2:3][CH2:2][NH2:1])=[CH:9][CH:8]=2)[CH:2]=1.